Dataset: Reaction yield outcomes from USPTO patents with 853,638 reactions. Task: Predict the reaction yield, written as a fraction of the theoretical maximum amount of product (1.0 means a 100% yield; for example, 0.34 means a 34% yield). (1) The reactants are [CH3:1][S:2]([N:5]1[CH2:9][C@H:8]([S:10][CH2:11][C:12]2[CH:17]=[CH:16][C:15]([O:18][CH3:19])=[CH:14][CH:13]=2)[CH2:7][C@H:6]1[CH2:20]OS(C)(=O)=O)(=[O:4])=[O:3].[Na+].[I-].[H-].[Na+].[NH4+].[Cl-]. The catalyst is CN(C=O)C.CCOC(C)=O. The product is [CH2:11]([S:10][CH2:20][C@@H:6]1[CH2:7][C@@H:8]([S:10][CH2:11][C:12]2[CH:13]=[CH:14][C:15]([O:18][CH3:19])=[CH:16][CH:17]=2)[CH2:9][N:5]1[S:2]([CH3:1])(=[O:3])=[O:4])[C:12]1[CH:17]=[CH:16][CH:15]=[CH:14][CH:13]=1. The yield is 0.490. (2) The reactants are [NH2:1][C@:2]12[CH2:37][CH2:36][C@@H:35]([C:38]([CH3:40])=[CH2:39])[C@@H:3]1[C@@H:4]1[C@@:17]([CH3:20])([CH2:18][CH2:19]2)[C@@:16]2([CH3:21])[C@@H:7]([C@:8]3([CH3:34])[C@@H:13]([CH2:14][CH2:15]2)[C:12]([CH3:23])([CH3:22])[C:11]([C:24]2[CH:33]=[CH:32][C:27]([C:28]([O:30]C)=[O:29])=[CH:26][CH:25]=2)=[CH:10][CH2:9]3)[CH2:6][CH2:5]1.CN(C)CCC(N[C@]12CC[C@@H](C(C)=C)[C@@H]1[C@@H]1[C@@](C)(CC2)[C@@]2(C)[C@@H]([C@]3(C)[C@@H](CC2)C(C)(C)C(C2C=CC(C(O)=O)=CC=2)=CC3)CC1)=O.[N:87]1[CH:92]=[CH:91][N:90]=[CH:89][C:88]=1[CH2:93][C:94](O)=[O:95]. No catalyst specified. The product is [CH3:20][C@:17]12[C@@:16]3([CH3:21])[C@@H:7]([C@:8]4([CH3:34])[C@@H:13]([CH2:14][CH2:15]3)[C:12]([CH3:23])([CH3:22])[C:11]([C:24]3[CH:33]=[CH:32][C:27]([C:28]([OH:30])=[O:29])=[CH:26][CH:25]=3)=[CH:10][CH2:9]4)[CH2:6][CH2:5][C@@H:4]1[C@H:3]1[C@H:35]([C:38]([CH3:40])=[CH2:39])[CH2:36][CH2:37][C@:2]1([NH:1][C:94](=[O:95])[CH2:93][C:88]1[CH:89]=[N:90][CH:91]=[CH:92][N:87]=1)[CH2:19][CH2:18]2. The yield is 0.140. (3) The reactants are [Cl:1][C:2]1[C:7]([CH3:8])=[C:6]([F:9])[C:5]([O:10][CH3:11])=[CH:4][C:3]=1[O:12][CH3:13].C1C(=O)N([Br:21])C(=O)C1.CC(N=NC(C#N)(C)C)(C#N)C. The product is [Br:21][CH2:8][C:7]1[C:2]([Cl:1])=[C:3]([O:12][CH3:13])[CH:4]=[C:5]([O:10][CH3:11])[C:6]=1[F:9]. No catalyst specified. The yield is 0.840. (4) The reactants are [O:1]=[C:2]1[CH2:7][CH2:6][CH2:5][CH2:4][C:3]1([CH2:14]CC#N)[C:8]1[CH:13]=[CH:12][CH:11]=[CH:10][CH:9]=1.O.[C:19]([OH:22])(=[O:21])[CH3:20]. The catalyst is Cl. The product is [O:1]=[C:2]1[CH2:7][CH2:6][CH2:5][CH2:4][C:3]1([CH2:14][CH2:20][C:19]([OH:22])=[O:21])[C:8]1[CH:13]=[CH:12][CH:11]=[CH:10][CH:9]=1. The yield is 0.850. (5) The reactants are C(OC([NH:8][C:9]1[CH:17]=[CH:16][C:15]([C:18]([F:21])([F:20])[F:19])=[CH:14][C:10]=1[C:11]([OH:13])=[O:12])=O)(C)(C)C.OS(O)(=O)=O.[CH2:27](O)[CH3:28]. No catalyst specified. The product is [NH2:8][C:9]1[CH:17]=[CH:16][C:15]([C:18]([F:19])([F:20])[F:21])=[CH:14][C:10]=1[C:11]([O:13][CH2:27][CH3:28])=[O:12]. The yield is 0.410. (6) The reactants are [C:1]([C:5]1[O:9][N:8]=[C:7]([NH:10][C:11]([NH:13][C:14]2[CH:19]=[CH:18][CH:17]=[C:16]([S:20][C:21]3[C:30]4[C:25](=[CH:26][C:27](OC)=[C:28]([O:31][CH2:32][CH2:33][CH2:34]Cl)[CH:29]=4)[N:24]=[CH:23][N:22]=3)[CH:15]=2)=[O:12])[CH:6]=1)([CH3:4])([CH3:3])[CH3:2].[NH:38]1[CH2:43][CH2:42][S:41](=[O:45])(=[O:44])[CH2:40][CH2:39]1.CCN(C(C)C)C(C)C. The catalyst is [I-].C([N+](CCCC)(CCCC)CCCC)CCC.CN(C=O)C. The product is [C:1]([C:5]1[O:9][N:8]=[C:7]([NH:10][C:11]([NH:13][C:14]2[CH:19]=[CH:18][CH:17]=[C:16]([S:20][C:21]3[C:30]4[C:25](=[CH:26][CH:27]=[C:28]([O:31][CH2:32][CH2:33][CH2:34][N:38]5[CH2:43][CH2:42][S:41](=[O:45])(=[O:44])[CH2:40][CH2:39]5)[CH:29]=4)[N:24]=[CH:23][N:22]=3)[CH:15]=2)=[O:12])[CH:6]=1)([CH3:3])([CH3:2])[CH3:4]. The yield is 0.430. (7) The reactants are [F:1][C:2]1[CH:3]=[C:4]([CH:6]=[CH:7][C:8]=1[O:9][CH2:10][CH2:11][O:12][CH3:13])[NH2:5].N1C=CC=CC=1.Cl[C:21]([O:23][C:24]1[CH:29]=[CH:28][CH:27]=[CH:26][CH:25]=1)=[O:22]. The catalyst is CC(C)=O. The product is [F:1][C:2]1[CH:3]=[C:4]([NH:5][C:21](=[O:22])[O:23][C:24]2[CH:29]=[CH:28][CH:27]=[CH:26][CH:25]=2)[CH:6]=[CH:7][C:8]=1[O:9][CH2:10][CH2:11][O:12][CH3:13]. The yield is 0.768. (8) The reactants are [C:1](Cl)(=[O:4])[CH:2]=[CH2:3].[CH3:6][C:7]([OH:12])([CH2:10][CH3:11])[CH2:8][CH3:9].C(N(CC)CC)C. The catalyst is ClCCl. The product is [C:1]([O:12][C:7]([CH2:10][CH3:11])([CH3:6])[CH2:8][CH3:9])(=[O:4])[CH:2]=[CH2:3]. The yield is 0.630.